From a dataset of Forward reaction prediction with 1.9M reactions from USPTO patents (1976-2016). Predict the product of the given reaction. Given the reactants [CH2:1]([O:8][C:9]1[C:16]([Br:17])=[CH:15][CH:14]=[CH:13][C:10]=1C=O)[C:2]1[CH:7]=[CH:6][CH:5]=[CH:4][CH:3]=1.ClC1C=C(C=CC=1)C(OO)=[O:23], predict the reaction product. The product is: [CH2:1]([O:8][C:9]1[C:16]([Br:17])=[CH:15][CH:14]=[CH:13][C:10]=1[OH:23])[C:2]1[CH:7]=[CH:6][CH:5]=[CH:4][CH:3]=1.